This data is from Forward reaction prediction with 1.9M reactions from USPTO patents (1976-2016). The task is: Predict the product of the given reaction. (1) Given the reactants [NH2:1][C:2]([C:4]1[CH:5]=[N:6][C:7]2[C:12]([C:13]=1[NH:14][C:15]1[CH:16]=[C:17]([C:25]([O:27]C)=[O:26])[CH:18]=[C:19]([C:21]([O:23]C)=[O:22])[CH:20]=1)=[CH:11][CH:10]=[C:9]([C:29]1[C:30]([O:37][CH3:38])=[N:31][C:32]([O:35][CH3:36])=[CH:33][CH:34]=1)[CH:8]=2)=[O:3].[OH-].[Na+], predict the reaction product. The product is: [NH2:1][C:2]([C:4]1[CH:5]=[N:6][C:7]2[C:12]([C:13]=1[NH:14][C:15]1[CH:20]=[C:19]([C:21]([OH:23])=[O:22])[CH:18]=[C:17]([C:25]([OH:27])=[O:26])[CH:16]=1)=[CH:11][CH:10]=[C:9]([C:29]1[C:30]([O:37][CH3:38])=[N:31][C:32]([O:35][CH3:36])=[CH:33][CH:34]=1)[CH:8]=2)=[O:3]. (2) The product is: [F:12][C:13]1[CH:14]=[C:15]([CH:18]=[CH:19][C:20]=1[O:9][C:5]1[CH:6]=[CH:7][CH:8]=[C:3]([C:2]([F:10])([F:11])[F:1])[CH:4]=1)[CH:16]=[O:17]. Given the reactants [F:1][C:2]([F:11])([F:10])[C:3]1[CH:4]=[C:5]([OH:9])[CH:6]=[CH:7][CH:8]=1.[F:12][C:13]1[CH:14]=[C:15]([CH:18]=[CH:19][C:20]=1F)[CH:16]=[O:17], predict the reaction product. (3) Given the reactants [CH2:1]([O:3][C:4](=[O:26])[CH2:5][C:6]1[CH:7]=[C:8]([C:12]2[CH:17]=[CH:16][C:15]([C:18]([F:21])([F:20])[F:19])=[CH:14][C:13]=2[CH2:22][NH:23][CH2:24][CH3:25])[CH:9]=[CH:10][CH:11]=1)[CH3:2].[CH:27]1([C:30](Cl)=[O:31])[CH2:29][CH2:28]1, predict the reaction product. The product is: [CH2:1]([O:3][C:4](=[O:26])[CH2:5][C:6]1[CH:7]=[C:8]([C:12]2[CH:17]=[CH:16][C:15]([C:18]([F:19])([F:20])[F:21])=[CH:14][C:13]=2[CH2:22][N:23]([C:30]([CH:27]2[CH2:29][CH2:28]2)=[O:31])[CH2:24][CH3:25])[CH:9]=[CH:10][CH:11]=1)[CH3:2].